This data is from Full USPTO retrosynthesis dataset with 1.9M reactions from patents (1976-2016). The task is: Predict the reactants needed to synthesize the given product. (1) Given the product [CH3:17][C:18]1[CH:19]=[C:20]([CH:24]=[C:25]([CH3:27])[CH:26]=1)[C:21]([NH:2][CH:3]1[CH2:9][CH2:8][CH2:7][CH2:6][NH:5][C:4]1=[O:10])=[O:22], predict the reactants needed to synthesize it. The reactants are: Cl.[NH2:2][CH:3]1[CH2:9][CH2:8][CH2:7][CH2:6][NH:5][C:4]1=[O:10].C([O-])([O-])=O.[K+].[K+].[CH3:17][C:18]1[CH:19]=[C:20]([CH:24]=[C:25]([CH3:27])[CH:26]=1)[C:21](Cl)=[O:22]. (2) Given the product [O:14]=[C:4]1[C:5]2[C:6](=[CH:10][CH:11]=[CH:12][CH:13]=2)[C:7](=[O:9])[N:8]1[CH2:19][CH:18]=[O:20], predict the reactants needed to synthesize it. The reactants are: C(O[C:4]1([O:14]CC)[NH:8][C:7](=[O:9])[C:6]2=[CH:10][CH:11]=[CH:12][CH:13]=[C:5]12)C.Cl.[C:18](OCC)(=[O:20])[CH3:19].